From a dataset of Reaction yield outcomes from USPTO patents with 853,638 reactions. Predict the reaction yield, written as a fraction of the theoretical maximum amount of product (1.0 means a 100% yield; for example, 0.34 means a 34% yield). (1) The reactants are [O:1]=[C:2]1[NH:11][C:10](=[O:12])[C:9]2[C:4](=[CH:5][C:6]([C:13]([OH:15])=O)=[CH:7][CH:8]=2)[NH:3]1.C(N(CC)CC)C.F[P-](F)(F)(F)(F)F.FC(N(C)C)=[N+](C)C.[O:38]1[CH2:43][CH2:42][CH2:41][CH2:40][CH:39]1[O:44][NH2:45]. The catalyst is O.CN(C=O)C. The product is [O:1]=[C:2]1[NH:11][C:10](=[O:12])[C:9]2[C:4](=[CH:5][C:6]([C:13]([NH:45][O:44][CH:39]3[CH2:40][CH2:41][CH2:42][CH2:43][O:38]3)=[O:15])=[CH:7][CH:8]=2)[NH:3]1. The yield is 0.680. (2) The reactants are [F:8][C:7]([F:10])([F:9])[C:6](O[C:6](=[O:11])[C:7]([F:10])([F:9])[F:8])=[O:11].[F:14][C:15]1[CH:21]=[CH:20][CH:19]=[CH:18][C:16]=1[NH2:17].C(N(CC)CC)C. The catalyst is C(Cl)Cl. The product is [F:10][C:7]([F:8])([F:9])[C:6]([NH:17][C:16]1[CH:18]=[CH:19][CH:20]=[CH:21][C:15]=1[F:14])=[O:11]. The yield is 0.880. (3) The reactants are [C:1]([O:5][C:6](=[O:25])[NH:7][CH2:8][C:9]1[C:14]([C:15]2[CH:20]=[CH:19][C:18]([Cl:21])=[CH:17][C:16]=2[Cl:22])=[CH:13][N:12]=[C:11]([NH:23][NH2:24])[CH:10]=1)([CH3:4])([CH3:3])[CH3:2].Br[C:27]#[N:28].CCOC(C)=O. The catalyst is CCO. The product is [C:1]([O:5][C:6](=[O:25])[NH:7][CH2:8][C:9]1[C:14]([C:15]2[CH:20]=[CH:19][C:18]([Cl:21])=[CH:17][C:16]=2[Cl:22])=[CH:13][N:12]2[C:27]([NH2:28])=[N:24][N:23]=[C:11]2[CH:10]=1)([CH3:4])([CH3:2])[CH3:3]. The yield is 0.740. (4) The reactants are [Br:1][C:2]1[CH:3]=[CH:4][C:5]([O:21][CH3:22])=[C:6]([S:8]([NH:11][C:12]2[CH:13]=[N:14][CH:15]=[C:16]([CH:20]=2)[C:17]([OH:19])=O)(=[O:10])=[O:9])[CH:7]=1.CCN(C(C)C)C(C)C.[CH:32]1([NH2:38])[CH2:37][CH2:36][CH2:35][CH2:34][CH2:33]1.CN(C(ON1N=NC2C=CC=NC1=2)=[N+](C)C)C.F[P-](F)(F)(F)(F)F. The catalyst is CN(C=O)C. The product is [Br:1][C:2]1[CH:3]=[CH:4][C:5]([O:21][CH3:22])=[C:6]([S:8]([NH:11][C:12]2[CH:13]=[N:14][CH:15]=[C:16]([CH:20]=2)[C:17]([NH:38][CH:32]2[CH2:37][CH2:36][CH2:35][CH2:34][CH2:33]2)=[O:19])(=[O:9])=[O:10])[CH:7]=1. The yield is 0.510. (5) The reactants are NC1N=CC(N2CCN(C(OC(C)(C)C)=O)CC2)=CC=1.[CH3:21][C@@H:22]1[N:27]([C:28]2[CH:29]=[N:30][C:31]([N+:34]([O-])=O)=[CH:32][CH:33]=2)[CH2:26][CH2:25][N:24]([C:37]([O:39][C:40]([CH3:43])([CH3:42])[CH3:41])=[O:38])[CH2:23]1. No catalyst specified. The product is [C:40]([O:39][C:37]([N:24]1[CH2:25][CH2:26][N:27]([C:28]2[CH:29]=[N:30][C:31]([NH2:34])=[CH:32][CH:33]=2)[C@@H:22]([CH3:21])[CH2:23]1)=[O:38])([CH3:43])([CH3:41])[CH3:42]. The yield is 0.960. (6) The reactants are [Cl:1][C:2]1[C:3]([OH:13])=[CH:4][C:5]([O:11][CH3:12])=[C:6]([CH:10]=1)[C:7]([OH:9])=[O:8].[CH3:14]O. The catalyst is C(Cl)(=O)C. The product is [Cl:1][C:2]1[C:3]([OH:13])=[CH:4][C:5]([O:11][CH3:12])=[C:6]([CH:10]=1)[C:7]([O:9][CH3:14])=[O:8]. The yield is 0.750. (7) The product is [CH2:1]([N:3]([C:4]1[CH:9]=[CH:8][CH:7]=[CH:6][CH:5]=1)[CH2:13][C:12]([O:15][CH3:16])=[O:14])[CH3:2]. The catalyst is CN(C=O)C. The reactants are [CH2:1]([NH:3][C:4]1[CH:9]=[CH:8][CH:7]=[CH:6][CH:5]=1)[CH3:2].[H-].[Na+].[C:12]([O:15][CH2:16]Br)(=[O:14])[CH3:13]. The yield is 0.960. (8) The reactants are [NH2:1][C:2]1[CH:3]=[C:4]([C:8]2[S:12][C:11]([C:13]3[CH:14]=[C:15]4[C:19](=[CH:20][CH:21]=3)[C:18](=[O:22])[N:17]([CH3:23])[CH2:16]4)=[CH:10][CH:9]=2)[CH:5]=[N:6][CH:7]=1.[C:24]1([CH3:34])[CH:29]=[CH:28][CH:27]=[C:26]([S:30](Cl)(=[O:32])=[O:31])[CH:25]=1. No catalyst specified. The product is [CH3:34][C:24]1[CH:25]=[C:26]([S:30]([NH:1][C:2]2[CH:7]=[N:6][CH:5]=[C:4]([C:8]3[S:12][C:11]([C:13]4[CH:14]=[C:15]5[C:19](=[CH:20][CH:21]=4)[C:18](=[O:22])[N:17]([CH3:23])[CH2:16]5)=[CH:10][CH:9]=3)[CH:3]=2)(=[O:32])=[O:31])[CH:27]=[CH:28][CH:29]=1. The yield is 0.230.